From a dataset of Forward reaction prediction with 1.9M reactions from USPTO patents (1976-2016). Predict the product of the given reaction. (1) The product is: [C:41]([N:44]1[CH2:49][CH2:48][N:47]([C:16]2[N:17]=[C:18]([C:19]3[CH:24]=[CH:23][CH:22]=[CH:21][C:20]=3[O:25][CH3:26])[C:9]3[C:8](=[O:31])[N:7]([CH2:6][C:5]4[CH:4]=[C:3]([C:2]([F:40])([F:1])[F:39])[CH:34]=[C:33]([C:35]([F:36])([F:38])[F:37])[CH:32]=4)[CH2:14][CH2:13][CH2:12][NH:11][C:10]=3[N:15]=2)[CH2:46][CH2:45]1)(=[O:43])[CH3:42]. Given the reactants [F:1][C:2]([F:40])([F:39])[C:3]1[CH:4]=[C:5]([CH:32]=[C:33]([C:35]([F:38])([F:37])[F:36])[CH:34]=1)[CH2:6][N:7]1[CH2:14][CH2:13][CH2:12][NH:11][C:10]2[N:15]=[C:16](S(C)(=O)=O)[N:17]=[C:18]([C:19]3[CH:24]=[CH:23][CH:22]=[CH:21][C:20]=3[O:25][CH3:26])[C:9]=2[C:8]1=[O:31].[C:41]([N:44]1[CH2:49][CH2:48][NH:47][CH2:46][CH2:45]1)(=[O:43])[CH3:42], predict the reaction product. (2) Given the reactants Br[C:2]1[CH:3]=[CH:4][C:5]([N+:10]([O-:12])=[O:11])=[C:6]([O:8][CH3:9])[CH:7]=1.[C:13]([N:16]1[CH2:21][CH2:20][NH:19][CH2:18][CH2:17]1)(=[O:15])[CH3:14].C(=O)([O-])[O-].[Cs+].[Cs+].C(P(C(C)(C)C)C1C=CC=CC=1C1C=CC=CC=1)(C)(C)C, predict the reaction product. The product is: [CH3:9][O:8][C:6]1[CH:7]=[CH:2][C:3]([N:19]2[CH2:20][CH2:21][N:16]([C:13](=[O:15])[CH3:14])[CH2:17][CH2:18]2)=[CH:4][C:5]=1[N+:10]([O-:12])=[O:11].